Dataset: Forward reaction prediction with 1.9M reactions from USPTO patents (1976-2016). Task: Predict the product of the given reaction. (1) Given the reactants CN(C)C=O.[F:6][C:7]1[CH:33]=[CH:32][C:10]([CH2:11][O:12][C:13]2[CH:29]=[CH:28][C:16]3[C:17]([CH2:20][CH2:21][CH:22]4[CH2:27][CH2:26][NH:25][CH2:24][CH2:23]4)=[N:18][O:19][C:15]=3[C:14]=2[CH2:30][OH:31])=[CH:9][CH:8]=1.C(=O)(O)[O-].[Na+].Br[CH2:40][CH:41]1[O:45][CH2:44][CH2:43][O:42]1, predict the reaction product. The product is: [O:42]1[CH2:43][CH2:44][O:45][CH:41]1[CH2:40][N:25]1[CH2:24][CH2:23][CH:22]([CH2:21][CH2:20][C:17]2[C:16]3[CH:28]=[CH:29][C:13]([O:12][CH2:11][C:10]4[CH:9]=[CH:8][C:7]([F:6])=[CH:33][CH:32]=4)=[C:14]([CH2:30][OH:31])[C:15]=3[O:19][N:18]=2)[CH2:27][CH2:26]1. (2) Given the reactants Cl[C:2]1[N:11]=[C:10]([NH:12][CH2:13][CH:14]([C:20]2[CH:25]=[CH:24][CH:23]=[CH:22][CH:21]=2)[N:15]2[CH2:19][CH2:18][CH2:17][CH2:16]2)[C:9]2[C:4](=[CH:5][CH:6]=[CH:7][CH:8]=2)[N:3]=1.[CH3:26][N:27]([CH3:37])[C:28]1[CH:33]=[CH:32][C:31](B(O)O)=[CH:30][CH:29]=1.CN(C)C1C=CC(C2N=C(NCC(C3C=CC=CC=3)C3NC=CC=3)C3C(=CC=CC=3)N=2)=CC=1, predict the reaction product. The product is: [CH3:26][N:27]([CH3:37])[C:28]1[CH:33]=[CH:32][C:31]([C:2]2[N:11]=[C:10]([NH:12][CH2:13][CH:14]([C:20]3[CH:25]=[CH:24][CH:23]=[CH:22][CH:21]=3)[N:15]3[CH2:19][CH2:18][CH2:17][CH2:16]3)[C:9]3[C:4](=[CH:5][CH:6]=[CH:7][CH:8]=3)[N:3]=2)=[CH:30][CH:29]=1. (3) Given the reactants [C:1]1([CH3:11])[CH:6]=[CH:5][C:4]([S:7](Cl)(=[O:9])=[O:8])=[CH:3][CH:2]=1.[OH:12][CH2:13][CH2:14][NH:15][C:16](=[O:22])[O:17][C:18]([CH3:21])([CH3:20])[CH3:19].C(N(CC)CC)C.[Cl-].C[NH+](C)C.CCCC(C)C, predict the reaction product. The product is: [S:7]([C:4]1[CH:5]=[CH:6][C:1]([CH3:11])=[CH:2][CH:3]=1)([O:12][CH2:13][CH2:14][NH:15][C:16]([O:17][C:18]([CH3:21])([CH3:20])[CH3:19])=[O:22])(=[O:9])=[O:8].